Dataset: Peptide-MHC class II binding affinity with 134,281 pairs from IEDB. Task: Regression. Given a peptide amino acid sequence and an MHC pseudo amino acid sequence, predict their binding affinity value. This is MHC class II binding data. (1) The peptide sequence is DEAHFTDPASIAARG. The MHC is DRB1_1101 with pseudo-sequence DRB1_1101. The binding affinity (normalized) is 0.0553. (2) The peptide sequence is LDKFLANVSTVLTGK. The MHC is DRB1_1001 with pseudo-sequence DRB1_1001. The binding affinity (normalized) is 0.585. (3) The MHC is DRB1_0101 with pseudo-sequence DRB1_0101. The binding affinity (normalized) is 0.906. The peptide sequence is SPLMANLAPHLLLIV.